This data is from Catalyst prediction with 721,799 reactions and 888 catalyst types from USPTO. The task is: Predict which catalyst facilitates the given reaction. (1) Reactant: Br[C:2]1[CH:3]=[CH:4][C:5]([N+:8]([O-:10])=[O:9])=[N:6][CH:7]=1.[CH3:11][C@H:12]1[NH:17][CH2:16][CH2:15][N:14]([C:18]([O:20][C:21]([CH3:24])([CH3:23])[CH3:22])=[O:19])[CH2:13]1.C(=O)([O-])[O-].[Cs+].[Cs+].CC1(C)C2C(=C(P(C3C=CC=CC=3)C3C=CC=CC=3)C=CC=2)OC2C(P(C3C=CC=CC=3)C3C=CC=CC=3)=CC=CC1=2. Product: [CH3:11][C@H:12]1[N:17]([C:2]2[CH:7]=[N:6][C:5]([N+:8]([O-:10])=[O:9])=[CH:4][CH:3]=2)[CH2:16][CH2:15][N:14]([C:18]([O:20][C:21]([CH3:22])([CH3:24])[CH3:23])=[O:19])[CH2:13]1. The catalyst class is: 102. (2) Reactant: [CH3:1][C:2]([O:5][C:6]([N:8]1[C@H:11]([C:12]([OH:14])=O)[CH2:10][CH2:9]1)=[O:7])([CH3:4])[CH3:3].OS(O)(=O)=O.[NH3:20]. Product: [C:2]([O:5][C:6]([N:8]1[CH2:9][CH2:10][C@H:11]1[C:12](=[O:14])[NH2:20])=[O:7])([CH3:4])([CH3:3])[CH3:1]. The catalyst class is: 5.